This data is from Full USPTO retrosynthesis dataset with 1.9M reactions from patents (1976-2016). The task is: Predict the reactants needed to synthesize the given product. Given the product [F:13][C:3]1[CH:4]=[C:5]([CH:8]([CH3:12])[C:9]([O:11][CH2:20][CH3:21])=[O:10])[CH:6]=[CH:7][C:2]=1[NH:1][S:15]([CH3:14])(=[O:17])=[O:16], predict the reactants needed to synthesize it. The reactants are: [NH2:1][C:2]1[CH:7]=[CH:6][C:5]([CH:8]([CH3:12])[C:9]([O-:11])=[O:10])=[CH:4][C:3]=1[F:13].[CH3:14][S:15](Cl)(=[O:17])=[O:16].N1C=CC=[CH:21][CH:20]=1.